Dataset: Experimentally validated miRNA-target interactions with 360,000+ pairs, plus equal number of negative samples. Task: Binary Classification. Given a miRNA mature sequence and a target amino acid sequence, predict their likelihood of interaction. (1) The miRNA is hsa-miR-4632-5p with sequence GAGGGCAGCGUGGGUGUGGCGGA. The protein sequence of the target gene is MSMLKPSGLKAPTKILKPGSTALKTPAAAAAPVEKTIPSEKASGPPSSETQEEFVDDFRVGERVWVNGNKPGFIQFLGETQFAPGQWAGIVLDEPIGKNDGSVAGVRYFQCEPLKGIFTRPSKLTRKVQAEDEANGLQAAPGRTASPLSTAAATMVSSSPATPSNIPHKPSQSTAKEPSATPQISNLTKTASESISNLSEAGSVKKGERELKVGDRVLVGGTKAGVVRFLGETDFAKGEWCGVELDEPLGKNDGAVAGTRYFQCQPKYGLFAPVHKVTKIGFPSTTPAKAKAAAVRRVMA.... Result: 0 (no interaction). (2) The miRNA is mmu-miR-3082-5p with sequence GACAGAGUGUGUGUGUCUGUGU. The protein sequence of the target gene is MALHSMRKARERWSFIRALHKGSAAAPALQKDSKKRVFSGIQPTGILHLGNYLGAIESWVRLQDEYDSVLYSIVDLHSITVPQDPAVLRQSILDMTAVLLACGINPEKSILFQQSQVSEHTQLSWILSCMVRLPRLQHLHQWKAKTTKQKHDGTVGLLTYPVLQAADILLYKSTHVPVGEDQVQHMELVQDLAQGFNKKYGEFFPVPESILTSMKKVKSLRDPSAKMSKSDPDKLATVRITDSPEEIVQKFRKAVTDFTSEVTYDPAGRAGVSNIVAVHAAVTGLSVEEVVRRSAGMNTA.... Result: 0 (no interaction). (3) The miRNA is hsa-miR-6499-3p with sequence AGCAGUGUUUGUUUUGCCCACA. The protein sequence of the target gene is MDVGFSRTTVQTLSRSHCKNIKQKISQWEGRANGISNPEKWCPKDFGVRYNCHQEIRLKKNPIAERKSKNLDVTSRENVGLDINENTKSHDQSENENKKHEYDDTHFFKNESESNWVCSRVKEIESCKEDVLDPETSLPPGNFYTSQILWKKIEALPPDKLLNLALEHCDSSEKELNFRVLDSSYGITKSLENIYSEPEGQECGPSINPLPKPRRTFRYLSESGVTPYKERNCDKKYCENNSCAQSSLASSQEPEPKKYGGKIRGRSKRKSFEFEDIQHFRNRNSQTIREELGRNSGSAL.... Result: 1 (interaction). (4) The miRNA is hsa-miR-4765 with sequence UGAGUGAUUGAUAGCUAUGUUC. The protein sequence of the target gene is MRPLCVTCWWLGLLAAMGAVAGQEDGFEGTEEGSPREFIYLNRYKRAGESQDKCTYTFIVPQQRVTGAICVNSKEPEVLLENRVHKQELELLNNELLKQKRQIETLQQLVEVDGGIVSEVKLLRKESRNMNSRVTQLYMQLLHEIIRKRDNALELSQLENRILNQTADMLQLASKYKDLEHKYQHLATLAHNQSEIIAQLEEHCQRVPSARPVPQPPPAAPPRVYQPPTYNRIINQISTNEIQSDQNLKVLPPPLPTMPTLTSLPSSTDKPSGPWRDCLQALEDGHDTSSIYLVKPENTN.... Result: 0 (no interaction). (5) The miRNA is hsa-miR-6847-3p with sequence GGCUCAUGUGUCUGUCCUCUUC. The protein sequence of the target gene is MAEGSRIPQARALLQQCLHARLQIRPADGDVAAQWVEVQRGLVIYVCFFKGADKELLPKMVNTLLNVKLSETENGKHVSILDLPGNILIIPQATLGGRLKGRNMQYHSNSGKEEGFELYSQFVTLCEKEVAANSKCAEARVVVEHGTYGNRQVLKLDTNGPFTHLIEF. Result: 1 (interaction). (6) The miRNA is hsa-miR-4480 with sequence AGCCAAGUGGAAGUUACUUUA. The protein sequence of the target gene is MAAPLGGMFSGQPPGPPQAPPGLPGQASLLQAAPGAPRPSSSTLVDELESSFEACFASLVSQDYVNGTDQEEIRTGVDQCIQKFLDIARQTECFFLQKRLQLSVQKPEQVIKEDVSELRNELQRKDALVQKHLTKLRHWQQVLEDINVQHKKPADIPQGSLAYLEQASANIPAPLKPT. Result: 1 (interaction). (7) The miRNA is hsa-miR-4676-3p with sequence CACUGUUUCACCACUGGCUCUU. The protein sequence of the target gene is MFLATLYFALPLLDLLLSAEVSGGDRLDCVKASDQCLKEQSCSTKYRTLRQCVAGKETNFSLASGLEAKDECRSAMEALKQKSLYNCRCKRGMKKEKNCLRIYWSMYQSLQGNDLLEDSPYEPVNSRLSDIFRVVPFISDVFQQVEHIPKGNNCLDAAKACNLDDICKKYRSAYITPCTTSVSNDVCNRRKCHKALRQFFDKVPAKHSYGMLFCSCRDIACTERRRQTIVPVCSYEEREKPNCLNLQDSCKTNYICRSRLADFFTNCQPESRSVSSCLKENYADCLLAYSGLIGTVMTPN.... Result: 1 (interaction).